Dataset: Reaction yield outcomes from USPTO patents with 853,638 reactions. Task: Predict the reaction yield, written as a fraction of the theoretical maximum amount of product (1.0 means a 100% yield; for example, 0.34 means a 34% yield). (1) The reactants are O.O.[Sn](Cl)Cl.Cl.[F:7][C:8]1[C:9]([O:18][CH3:19])=[CH:10][C:11]([N+:15]([O-])=O)=[C:12]([CH:14]=1)[NH2:13].[OH-].[Na+]. The catalyst is O. The product is [F:7][C:8]1[CH:14]=[C:12]([NH2:13])[C:11]([NH2:15])=[CH:10][C:9]=1[O:18][CH3:19]. The yield is 0.790. (2) The reactants are C([N:8](CC1C=CC=CC=1)[CH:9]1[CH2:13][CH:12]([C:14]([O:16][CH2:17][CH3:18])=[O:15])[CH:11]([CH2:19][CH3:20])[CH2:10]1)C1C=CC=CC=1.[H][H]. The catalyst is CCO.[OH-].[OH-].[Pd+2]. The product is [NH2:8][CH:9]1[CH2:13][CH:12]([C:14]([O:16][CH2:17][CH3:18])=[O:15])[CH:11]([CH2:19][CH3:20])[CH2:10]1. The yield is 0.990. (3) The reactants are [CH3:1][N:2]([C:4]([N:6]=[C:7]([NH2:9])[NH2:8])=[NH:5])[CH3:3].[ClH:10].[CH3:11][CH:12]1OC(C)OC(C)O1. The catalyst is C(O)C(C)C.O.C1(C)C=CC(S(O)(=O)=O)=CC=1. The product is [ClH:10].[NH2:8][C:7]1[NH:6][C:4]([N:2]([CH3:3])[CH3:1])=[N:5][CH:11]([CH3:12])[N:9]=1. The yield is 0.814. (4) The reactants are [N+:1]([C:4]1[CH:5]=[C:6]2[C:11](=[O:12])[O:10][C:8](=O)[C:7]2=[CH:13][CH:14]=1)([O-:3])=[O:2].[NH2:15][C:16]1[CH:24]=[CH:23][CH:22]=[CH:21][C:17]=1[C:18]([OH:20])=[O:19]. No catalyst specified. The product is [N+:1]([C:4]1[CH:5]=[C:6]2[C:11](=[O:12])[N:15]([C:16]3[CH:24]=[CH:23][CH:22]=[CH:21][C:17]=3[C:18]([OH:20])=[O:19])[C:8](=[O:10])[C:7]2=[CH:13][CH:14]=1)([O-:3])=[O:2]. The yield is 0.150.